This data is from Full USPTO retrosynthesis dataset with 1.9M reactions from patents (1976-2016). The task is: Predict the reactants needed to synthesize the given product. (1) Given the product [Br:1][C:2]1[CH:3]=[N:4][C:5]2[N:6]([N:8]=[C:9]([C:11]([N:16]3[CH2:17][CH2:18][C:19]4[CH:24]=[N:23][CH:22]=[CH:21][C:20]=4[N:15]3[CH3:14])=[O:13])[CH:10]=2)[CH:7]=1, predict the reactants needed to synthesize it. The reactants are: [Br:1][C:2]1[CH:3]=[N:4][C:5]2[N:6]([N:8]=[C:9]([C:11]([OH:13])=O)[CH:10]=2)[CH:7]=1.[CH3:14][N:15]1[C:20]2[CH:21]=[CH:22][N:23]=[CH:24][C:19]=2[CH2:18][CH2:17][NH:16]1. (2) Given the product [I:29][C:24]1[CH:23]=[C:22]([NH:21][C:20]([C:17]2[CH:18]=[CH:19][C:14]([N:11]3[CH2:12][CH2:13][N:8]([C:6](=[O:5])[CH2:31][C:32]([CH3:39])([CH3:37])[C:33]([OH:35])=[O:34])[CH2:9][CH2:10]3)=[N:15][CH:16]=2)=[O:30])[CH:27]=[CH:26][C:25]=1[CH3:28], predict the reactants needed to synthesize it. The reactants are: C([O:5][C:6]([N:8]1[CH2:13][CH2:12][N:11]([C:14]2[CH:19]=[CH:18][C:17]([C:20](=[O:30])[NH:21][C:22]3[CH:27]=[CH:26][C:25]([CH3:28])=[C:24]([I:29])[CH:23]=3)=[CH:16][N:15]=2)[CH2:10][CH2:9]1)=O)(C)(C)C.[CH3:31][C:32]1([CH3:39])[CH2:37]C(=O)[O:35][C:33]1=[O:34].IC1C=CC(NC(C2C=CC(N3CCN(C(=O)CC(C)(C)C(O)=O)CC3)=NC=2)=O)=CC=1C. (3) Given the product [CH3:21][S:18]([C:14]1[CH:13]=[C:12]([NH:11][C:4]2[C:5]3[N:10]=[CH:9][S:8][C:6]=3[N:7]=[C:2]([C:30]3[CH:31]=[C:32]([CH:37]=[CH:38][CH:39]=3)[C:33]([O:35][CH3:36])=[O:34])[N:3]=2)[CH:17]=[CH:16][CH:15]=1)(=[O:20])=[O:19], predict the reactants needed to synthesize it. The reactants are: Cl[C:2]1[N:3]=[C:4]([NH:11][C:12]2[CH:17]=[CH:16][CH:15]=[C:14]([S:18]([CH3:21])(=[O:20])=[O:19])[CH:13]=2)[C:5]2[N:10]=[CH:9][S:8][C:6]=2[N:7]=1.CC1(C)C(C)(C)OB([C:30]2[CH:31]=[C:32]([CH:37]=[CH:38][CH:39]=2)[C:33]([O:35][CH3:36])=[O:34])O1.C([O-])([O-])=O.[Na+].[Na+].O1CCOCC1.